Dataset: Peptide-MHC class I binding affinity with 185,985 pairs from IEDB/IMGT. Task: Regression. Given a peptide amino acid sequence and an MHC pseudo amino acid sequence, predict their binding affinity value. This is MHC class I binding data. (1) The peptide sequence is ICQNFILL. The MHC is H-2-Kb with pseudo-sequence H-2-Kb. The binding affinity (normalized) is 0.216. (2) The peptide sequence is WDEWVVEV. The binding affinity (normalized) is 0.371. The MHC is Mamu-A11 with pseudo-sequence Mamu-A11.